Dataset: Full USPTO retrosynthesis dataset with 1.9M reactions from patents (1976-2016). Task: Predict the reactants needed to synthesize the given product. (1) Given the product [F:1][C:2]1[C:7]([O:8][CH2:15][O:16][CH3:17])=[CH:6][CH:5]=[CH:4][N:3]=1, predict the reactants needed to synthesize it. The reactants are: [F:1][C:2]1[C:7]([OH:8])=[CH:6][CH:5]=[CH:4][N:3]=1.C(=O)([O-])[O-].[Cs+].[Cs+].[CH3:15][O:16][CH2:17]Cl. (2) Given the product [F:1][C:2]1[C:7]([OH:8])=[CH:6][CH:5]=[CH:4][C:3]=1[C:10]1[N:15]([CH2:16][CH2:17][C:18]2[CH:23]=[CH:22][CH:21]=[CH:20][CH:19]=2)[C:14](=[O:24])[C:13]([C:25]2[CH:26]=[CH:27][CH:28]=[CH:29][CH:30]=2)=[C:12]([CH3:31])[N:11]=1, predict the reactants needed to synthesize it. The reactants are: [F:1][C:2]1[C:7]([O:8]C)=[CH:6][CH:5]=[CH:4][C:3]=1[C:10]1[N:15]([CH2:16][CH2:17][C:18]2[CH:23]=[CH:22][CH:21]=[CH:20][CH:19]=2)[C:14](=[O:24])[C:13]([C:25]2[CH:30]=[CH:29][CH:28]=[CH:27][CH:26]=2)=[C:12]([CH3:31])[N:11]=1.B(Br)(Br)Br. (3) Given the product [F:21][C:22]1[C:27]([F:28])=[CH:26][CH:25]=[CH:24][C:23]=1[CH:29]([CH3:1])[C:30]#[N:31], predict the reactants needed to synthesize it. The reactants are: [CH:1](NC(C)C)(C)C.C([Li])CCC.[Li+].CC([N-]C(C)C)C.[F:21][C:22]1[C:27]([F:28])=[CH:26][CH:25]=[CH:24][C:23]=1[CH2:29][C:30]#[N:31].CI. (4) The reactants are: [CH:1]1([CH2:4][CH:5]([C:8]2[CH:9]=[N:10][CH:11]=[N:12][CH:13]=2)[C:6]#[N:7])[CH2:3][CH2:2]1.CI.[CH3:16]C([O-])(C)C.[K+]. Given the product [CH:1]1([CH2:4][C:5]([CH3:16])([C:8]2[CH:9]=[N:10][CH:11]=[N:12][CH:13]=2)[C:6]#[N:7])[CH2:3][CH2:2]1, predict the reactants needed to synthesize it.